From a dataset of TCR-epitope binding with 47,182 pairs between 192 epitopes and 23,139 TCRs. Binary Classification. Given a T-cell receptor sequence (or CDR3 region) and an epitope sequence, predict whether binding occurs between them. (1) The epitope is SLYNTVATL. The TCR CDR3 sequence is CASSLGPPPDNEQFF. Result: 0 (the TCR does not bind to the epitope). (2) The TCR CDR3 sequence is CASSVGSGGLYQPQHF. The epitope is LLQTGIHVRVSQPSL. Result: 1 (the TCR binds to the epitope). (3) The epitope is PROT_97E67BCC. The TCR CDR3 sequence is CATTGPGGMNTEAFF. Result: 0 (the TCR does not bind to the epitope).